Dataset: Reaction yield outcomes from USPTO patents with 853,638 reactions. Task: Predict the reaction yield, written as a fraction of the theoretical maximum amount of product (1.0 means a 100% yield; for example, 0.34 means a 34% yield). (1) The reactants are [Si:1]([O:8][C:9]1([C:13]2[CH:14]=[CH:15][C:16]3[C:17]4[N:25]=[CH:24][C:23]([C:26]5[N:30]([CH3:31])[N:29]=[N:28][C:27]=5[CH3:32])=[CH:22][C:18]=4[NH:19][C:20]=3[CH:21]=2)[CH2:12][O:11][CH2:10]1)([C:4]([CH3:7])([CH3:6])[CH3:5])([CH3:3])[CH3:2].[F:33][C:34]1[CH:39]=[CH:38][C:37]([C@@H:40]([CH:42]2[CH2:47][CH2:46][O:45][CH2:44][CH2:43]2)O)=[CH:36][CH:35]=1.C1(P(C2C=CC=CC=2)C2C=CC=CC=2)C=CC=CC=1.CC(OC(/N=N/C(OC(C)C)=O)=O)C. The catalyst is C1(C)C=CC=CC=1. The product is [Si:1]([O:8][C:9]1([C:13]2[CH:14]=[CH:15][C:16]3[C:17]4[N:25]=[CH:24][C:23]([C:26]5[N:30]([CH3:31])[N:29]=[N:28][C:27]=5[CH3:32])=[CH:22][C:18]=4[N:19]([C@H:40]([C:37]4[CH:36]=[CH:35][C:34]([F:33])=[CH:39][CH:38]=4)[CH:42]4[CH2:47][CH2:46][O:45][CH2:44][CH2:43]4)[C:20]=3[CH:21]=2)[CH2:10][O:11][CH2:12]1)([C:4]([CH3:7])([CH3:6])[CH3:5])([CH3:3])[CH3:2]. The yield is 0.570. (2) The reactants are [N:1]1([C:6]2[CH:11]=[CH:10][C:9]([NH2:12])=[C:8]([CH3:13])[CH:7]=2)[CH:5]=[CH:4][N:3]=[CH:2]1.[CH3:14][C:15]([O:17]C(C)=O)=O.[N+:21]([O-])([OH:23])=[O:22].[OH-].[NH4+]. The product is [N:1]1([C:6]2[CH:11]=[C:10]([N+:21]([O-:23])=[O:22])[C:9]([NH:12][C:15](=[O:17])[CH3:14])=[C:8]([CH3:13])[CH:7]=2)[CH:5]=[CH:4][N:3]=[CH:2]1. The yield is 0.410. The catalyst is C(Cl)Cl.O.OS(O)(=O)=O. (3) The reactants are Cl[CH2:2][CH2:3][C:4]1[CH:9]=[CH:8][CH:7]=[CH:6][CH:5]=1.[Mg].II.[CH3:13][C:14]([CH3:34])([CH3:33])[CH2:15][C:16]([NH:18][C:19]1[C:20]([CH3:32])=[C:21]([CH3:31])[C:22]2[O:26][C:25]([CH3:28])([CH3:27])[C:24](=[O:29])[C:23]=2[CH:30]=1)=[O:17]. The catalyst is C1COCC1. The product is [OH:29][C:24]1([CH2:2][CH2:3][C:4]2[CH:9]=[CH:8][CH:7]=[CH:6][CH:5]=2)[C:23]2[CH:30]=[C:19]([NH:18][C:16](=[O:17])[CH2:15][C:14]([CH3:34])([CH3:33])[CH3:13])[C:20]([CH3:32])=[C:21]([CH3:31])[C:22]=2[O:26][C:25]1([CH3:27])[CH3:28]. The yield is 0.510. (4) The reactants are [C:1]([C:4]1([C:7]([O:9]CC)=O)[CH2:6][CH2:5]1)(=[O:3])[CH3:2].BrBr.[CH2:14]([NH2:21])[C:15]1[CH:20]=[CH:19][CH:18]=[CH:17][CH:16]=1. The catalyst is CCO. The product is [C:15]1([CH2:14][N:21]2[CH2:2][C:1](=[O:3])[C:4]3([CH2:5][CH2:6]3)[C:7]2=[O:9])[CH:20]=[CH:19][CH:18]=[CH:17][CH:16]=1. The yield is 0.270. (5) The reactants are [CH2:1]([C@H:8]([NH:37][C:38](=[O:48])[O:39][C@@H:40]1[C@H:47]2[C@H:43]([O:44][CH2:45][CH2:46]2)[O:42][CH2:41]1)[C@H:9]([OH:36])[CH2:10][N:11]([S:19]([C:22]1[CH:27]=[CH:26][C:25]([O:28]CC2C=CC=CC=2)=[CH:24][CH:23]=1)(=[O:21])=[O:20])[O:12][CH:13]1[CH2:18][CH2:17][CH2:16][CH2:15][CH2:14]1)[C:2]1[CH:7]=[CH:6][CH:5]=[CH:4][CH:3]=1. The catalyst is C(OCC)(=O)C.[Pd]. The product is [CH2:1]([C@H:8]([NH:37][C:38](=[O:48])[O:39][C@@H:40]1[C@H:47]2[C@H:43]([O:44][CH2:45][CH2:46]2)[O:42][CH2:41]1)[C@H:9]([OH:36])[CH2:10][N:11]([O:12][CH:13]1[CH2:14][CH2:15][CH2:16][CH2:17][CH2:18]1)[S:19]([C:22]1[CH:27]=[CH:26][C:25]([OH:28])=[CH:24][CH:23]=1)(=[O:21])=[O:20])[C:2]1[CH:3]=[CH:4][CH:5]=[CH:6][CH:7]=1. The yield is 0.870. (6) The reactants are C1CO[C:8]2[CH:7]=[CH:6][C:5]([NH:11][C:12]3[C:17]([F:18])=[CH:16][N:15]=[C:14]([NH:19][C:20]4[CH:25]=[CH:24][CH:23]=[C:22](O)[CH:21]=4)[N:13]=3)=[CH:4][C:3]=2[O:2]1.ClC1N=C(NC2C=CC=C(O)C=2)C(F)=CN=1.[S:43]1[C:47]2C=CC=CC=2[C:45](CN)=[CH:44]1. No catalyst specified. The product is [S:43]1[C:44]2[CH:45]=[CH:21][CH:22]=[CH:23][C:24]=2[C:25]([CH2:20][NH:19][C:14]2[N:13]=[C:12]([NH:11][C:5]3[CH:6]=[CH:7][CH:8]=[C:3]([OH:2])[CH:4]=3)[C:17]([F:18])=[CH:16][N:15]=2)=[CH:47]1. The yield is 0.530.